This data is from Forward reaction prediction with 1.9M reactions from USPTO patents (1976-2016). The task is: Predict the product of the given reaction. (1) Given the reactants [Cl:1][C:2]1[CH:3]=[C:4]([CH:19]=[CH:20][CH:21]=1)[C:5]([N:7]=[C:8]1[NH:12][C:11]2[CH:13]=[CH:14][C:15]([CH3:18])=[C:16]([F:17])[C:10]=2[S:9]1)=[O:6].Br[CH:23]([CH3:29])[C:24]([O:26]CC)=[O:25].ClC1C=CC2NC(=NC(=O)C3C=CC=C(C(F)(F)F)C=3)SC=2C=1F.BrCC(OCC)=O, predict the reaction product. The product is: [Cl:1][C:2]1[CH:3]=[C:4]([CH:19]=[CH:20][CH:21]=1)[C:5]([N:7]=[C:8]1[N:12]([CH:23]([CH3:29])[C:24]([OH:26])=[O:25])[C:11]2[CH:13]=[CH:14][C:15]([CH3:18])=[C:16]([F:17])[C:10]=2[S:9]1)=[O:6]. (2) Given the reactants [OH:1][C:2]12[CH2:9][CH2:8][C:5]([C:10]3[NH:18][C:17]4[C:16](=[O:19])[N:15]([CH2:20][CH2:21][CH3:22])[C:14](=[O:23])[N:13]([CH2:24][CH2:25][CH3:26])[C:12]=4[N:11]=3)([CH2:6][CH2:7]1)[CH2:4][CH2:3]2.CCN(CC)CC.[CH3:34][S:35](Cl)(=[O:37])=[O:36], predict the reaction product. The product is: [O:23]=[C:14]1[N:13]([CH2:24][CH2:25][CH3:26])[C:12]2[N:11]=[C:10]([C:5]34[CH2:8][CH2:9][C:2]([O:1][S:35]([CH3:34])(=[O:37])=[O:36])([CH2:7][CH2:6]3)[CH2:3][CH2:4]4)[NH:18][C:17]=2[C:16](=[O:19])[N:15]1[CH2:20][CH2:21][CH3:22]. (3) Given the reactants FC(F)(F)S(O[C:7]1[CH:16]=[CH:15][C:14]2[C:9](=[CH:10][CH:11]=[C:12]([NH:17][C:18]([C:20]3[S:21][CH:22]=[CH:23][CH:24]=3)=[O:19])[CH:13]=2)[CH:8]=1)(=O)=O.[CH:27]1[C:36]2[C:31](=[C:32](B(O)O)[CH:33]=[CH:34][CH:35]=2)[CH:30]=[CH:29][N:28]=1.C(=O)([O-])[O-].[K+].[K+], predict the reaction product. The product is: [CH:27]1[C:36]2[C:31](=[C:32]([C:7]3[CH:8]=[C:9]4[C:14](=[CH:15][CH:16]=3)[CH:13]=[C:12]([NH:17][C:18]([C:20]3[S:21][CH:22]=[CH:23][CH:24]=3)=[O:19])[CH:11]=[CH:10]4)[CH:33]=[CH:34][CH:35]=2)[CH:30]=[CH:29][N:28]=1. (4) Given the reactants [F:1][C:2]1[CH:7]=[CH:6][C:5]([C:8]2[C:13]([C:14]3[CH:15]=[CH:16][C:17]4[N:18]([CH:20]=[N:21][CH:22]=4)[CH:19]=3)=[CH:12][CH:11]=[CH:10][N:9]=2)=[CH:4][C:3]=1[CH3:23].FC1C=CC(C2C(C3C=NC(CN)=CC=3)=CC=CN=2)=CC=1C.C(O)=[O:47], predict the reaction product. The product is: [F:1][C:2]1[CH:7]=[CH:6][C:5]([C:8]2[C:13]([C:14]3[CH:19]=[N:18][C:17]([CH2:22][NH:21][CH:20]=[O:47])=[CH:16][CH:15]=3)=[CH:12][CH:11]=[CH:10][N:9]=2)=[CH:4][C:3]=1[CH3:23]. (5) The product is: [Cl:1][C:2]1[CH:27]=[CH:26][CH:25]=[C:24]([Cl:28])[C:3]=1[CH2:4][C:5]1[N:9]([CH2:10][C:11]2[CH:19]=[CH:18][C:14]([C:15]([N:47]([CH3:49])[CH3:48])=[O:16])=[CH:13][CH:12]=2)[C:8]2[CH:20]=[CH:21][CH:22]=[CH:23][C:7]=2[N:6]=1. Given the reactants [Cl:1][C:2]1[CH:27]=[CH:26][CH:25]=[C:24]([Cl:28])[C:3]=1[CH2:4][C:5]1[N:9]([CH2:10][C:11]2[CH:19]=[CH:18][C:14]([C:15](O)=[O:16])=[CH:13][CH:12]=2)[C:8]2[CH:20]=[CH:21][CH:22]=[CH:23][C:7]=2[N:6]=1.F[P-](F)(F)(F)(F)F.N1(O[P+](N(C)C)(N(C)C)[N:47]([CH3:49])[CH3:48])C2C=CC=CC=2N=N1.C(N(CC)CC)C.Cl.CNC, predict the reaction product. (6) Given the reactants [F:1][C:2]1[CH:7]=[C:6]([CH3:8])[CH:5]=[CH:4][C:3]=1[NH:9][C:10]1[C:19]2[C:14](=[CH:15][C:16]([O:26][CH3:27])=[C:17]([N:20]3[CH2:25][CH2:24][NH:23][CH2:22][CH2:21]3)[CH:18]=2)[N:13]=[N:12][C:11]=1[C:28]([NH2:30])=[O:29].Br[CH2:32][CH2:33][S:34]([CH3:37])(=[O:36])=[O:35].C(N(CC)C(C)C)(C)C.O, predict the reaction product. The product is: [F:1][C:2]1[CH:7]=[C:6]([CH3:8])[CH:5]=[CH:4][C:3]=1[NH:9][C:10]1[C:19]2[C:14](=[CH:15][C:16]([O:26][CH3:27])=[C:17]([N:20]3[CH2:21][CH2:22][N:23]([CH2:32][CH2:33][S:34]([CH3:37])(=[O:36])=[O:35])[CH2:24][CH2:25]3)[CH:18]=2)[N:13]=[N:12][C:11]=1[C:28]([NH2:30])=[O:29].